Predict which catalyst facilitates the given reaction. From a dataset of Catalyst prediction with 721,799 reactions and 888 catalyst types from USPTO. (1) Reactant: [F:1][C:2]1[CH:3]=[CH:4][C:5]([C:8]2[C:12](/[CH:13]=[CH:14]/[C:15]3[S:16][C:17]([C:21]([OH:23])=O)=[C:18]([CH3:20])[N:19]=3)=[C:11]([CH3:24])[O:10][N:9]=2)=[N:6][CH:7]=1.[NH2:25][CH:26]1[CH2:31][CH2:30][O:29][CH2:28][CH2:27]1. Product: [O:29]1[CH2:30][CH2:31][CH:26]([NH:25][C:21]([C:17]2[S:16][C:15](/[CH:14]=[CH:13]/[C:12]3[C:8]([C:5]4[CH:4]=[CH:3][C:2]([F:1])=[CH:7][N:6]=4)=[N:9][O:10][C:11]=3[CH3:24])=[N:19][C:18]=2[CH3:20])=[O:23])[CH2:27][CH2:28]1. The catalyst class is: 24. (2) Reactant: C([N:8](CC1C=CC=CC=1)[CH:9]([P:18](=[O:25])([O:22][CH2:23][CH3:24])[O:19][CH2:20][CH3:21])[P:10](=[O:17])([O:14][CH2:15][CH3:16])[O:11][CH2:12][CH3:13])C1C=CC=CC=1.C1CCCCC=1. Product: [NH2:8][CH:9]([P:10](=[O:17])([O:11][CH2:12][CH3:13])[O:14][CH2:15][CH3:16])[P:18](=[O:25])([O:22][CH2:23][CH3:24])[O:19][CH2:20][CH3:21]. The catalyst class is: 50. (3) Reactant: [C:1](Cl)(=[O:3])[CH3:2].CCN(CC)CC.[OH:12][C:13]1[CH:14]=[CH:15][C:16]2[CH:20]=[C:19]([CH3:21])[S:18][C:17]=2[CH:22]=1. Product: [C:1]([O:12][C:13]1[CH:14]=[CH:15][C:16]2[CH:20]=[C:19]([CH3:21])[S:18][C:17]=2[CH:22]=1)(=[O:3])[CH3:2]. The catalyst class is: 49. (4) Reactant: [C:1]([O:5][C@@H:6]([C:12]1[C:31]([CH3:32])=[CH:30][C:15]2[N:16]=[C:17]([C:19]3[CH:27]=[C:26]4[C:22]([C:23]([CH3:29])=[N:24][N:25]4[CH3:28])=[CH:21][CH:20]=3)[S:18][C:14]=2[C:13]=1[C:33]1[CH:38]=[CH:37][C:36]([Cl:39])=[CH:35][CH:34]=1)[C:7]([O:9]CC)=[O:8])([CH3:4])([CH3:3])[CH3:2].[OH-].[Na+]. Product: [C:1]([O:5][C@@H:6]([C:12]1[C:31]([CH3:32])=[CH:30][C:15]2[N:16]=[C:17]([C:19]3[CH:27]=[C:26]4[C:22]([C:23]([CH3:29])=[N:24][N:25]4[CH3:28])=[CH:21][CH:20]=3)[S:18][C:14]=2[C:13]=1[C:33]1[CH:34]=[CH:35][C:36]([Cl:39])=[CH:37][CH:38]=1)[C:7]([OH:9])=[O:8])([CH3:4])([CH3:2])[CH3:3]. The catalyst class is: 242. (5) The catalyst class is: 12. Reactant: Cl[C:2]1[N:7]=[C:6]([NH:8][CH3:9])[C:5]([F:10])=[CH:4][N:3]=1.[NH2:11][C:12]1[CH:20]=[CH:19][C:15]([C:16]([OH:18])=[O:17])=[CH:14][C:13]=1[O:21][CH3:22].Cl. Product: [F:10][C:5]1[C:6]([NH:8][CH3:9])=[N:7][C:2]([NH:11][C:12]2[CH:20]=[CH:19][C:15]([C:16]([OH:18])=[O:17])=[CH:14][C:13]=2[O:21][CH3:22])=[N:3][CH:4]=1. (6) Reactant: [C:1]([C:3]1[CH:8]=[CH:7][C:6]([CH2:9][CH2:10][CH2:11][N:12]([CH2:18][CH:19]=O)[C:13]([N:15]([CH3:17])[CH3:16])=[O:14])=[CH:5][CH:4]=1)#[N:2].[C:21]([O:25][C:26]([N:28]1[CH2:35][CH:34]2[O:36][CH:30]([CH2:31][NH:32][CH2:33]2)[CH2:29]1)=[O:27])([CH3:24])([CH3:23])[CH3:22].C(O)(=O)C.[BH3-]C#N.[Na+]. Product: [C:21]([O:25][C:26]([N:28]1[CH2:29][CH:30]2[O:36][CH:34]([CH2:33][N:32]([CH2:19][CH2:18][N:12]([CH2:11][CH2:10][CH2:9][C:6]3[CH:5]=[CH:4][C:3]([C:1]#[N:2])=[CH:8][CH:7]=3)[C:13]([N:15]([CH3:16])[CH3:17])=[O:14])[CH2:31]2)[CH2:35]1)=[O:27])([CH3:24])([CH3:22])[CH3:23]. The catalyst class is: 4.